Predict the reactants needed to synthesize the given product. From a dataset of Full USPTO retrosynthesis dataset with 1.9M reactions from patents (1976-2016). Given the product [F:32][C:31]([F:33])([F:34])[C:29]1[CH:30]=[C:25]([CH:26]=[C:27]([C:35]([F:38])([F:36])[F:37])[CH:28]=1)[CH2:24][N:8]([C:5]1[N:4]=[CH:3][C:2]([Br:1])=[CH:7][N:6]=1)[CH2:9][C:10]1[CH:15]=[C:14]([C:16]([F:19])([F:17])[F:18])[CH:13]=[CH:12][C:11]=1[F:20], predict the reactants needed to synthesize it. The reactants are: [Br:1][C:2]1[CH:3]=[N:4][C:5]([NH:8][CH2:9][C:10]2[CH:15]=[C:14]([C:16]([F:19])([F:18])[F:17])[CH:13]=[CH:12][C:11]=2[F:20])=[N:6][CH:7]=1.[H-].[Na+].Br[CH2:24][C:25]1[CH:30]=[C:29]([C:31]([F:34])([F:33])[F:32])[CH:28]=[C:27]([C:35]([F:38])([F:37])[F:36])[CH:26]=1.C(=O)(O)[O-].[Na+].